The task is: Predict the product of the given reaction.. This data is from Forward reaction prediction with 1.9M reactions from USPTO patents (1976-2016). (1) Given the reactants [N+:1]([C:4]1[CH:5]=[C:6]([CH:22]=[CH:23][C:24]=1[N+:25]([O-])=O)[NH:7][C:8](=[O:21])[C:9]1[CH:14]=[CH:13][C:12]([N:15]2[CH2:20][CH2:19][O:18][CH2:17][CH2:16]2)=[CH:11][CH:10]=1)([O-])=O.[OH:28][CH:29]1[CH2:34][CH2:33][N:32]([C:35]2[S:39][C:38]([CH:40]=O)=[CH:37][CH:36]=2)[CH2:31][CH2:30]1, predict the reaction product. The product is: [OH:28][CH:29]1[CH2:34][CH2:33][N:32]([C:35]2[S:39][C:38]([C:40]3[NH:25][C:24]4[CH:23]=[CH:22][C:6]([NH:7][C:8](=[O:21])[C:9]5[CH:14]=[CH:13][C:12]([N:15]6[CH2:20][CH2:19][O:18][CH2:17][CH2:16]6)=[CH:11][CH:10]=5)=[CH:5][C:4]=4[N:1]=3)=[CH:37][CH:36]=2)[CH2:31][CH2:30]1. (2) Given the reactants [Br:1][C:2]1[CH:3]=[CH:4][C:5]([CH:21]([F:23])[F:22])=[C:6]2[C:10]=1[N:9]([CH3:11])[N:8]=[C:7]2[N:12](S(C)(=O)=O)[S:13]([CH3:16])(=[O:15])=[O:14].C1COCC1.CO.[Li+].[OH-], predict the reaction product. The product is: [Br:1][C:2]1[CH:3]=[CH:4][C:5]([CH:21]([F:22])[F:23])=[C:6]2[C:10]=1[N:9]([CH3:11])[N:8]=[C:7]2[NH:12][S:13]([CH3:16])(=[O:15])=[O:14]. (3) Given the reactants [CH3:1][CH2:2][CH2:3][CH2:4][C:5]1[N:9]([CH2:10][C:11]2[CH:12]=[CH:13][C:14]([C:17]([OH:19])=[O:18])=[CH:15][CH:16]=2)[C:8](/[CH:20]=[C:21](/[C:28]([OH:30])=[O:29])\[CH2:22][C:23]2[S:27][CH:26]=[CH:25][CH:24]=2)=[CH:7][N:6]=1.[CH3:31][S:32]([OH:35])(=[O:34])=[O:33], predict the reaction product. The product is: [OH2:18].[OH2:33].[CH3:31][S:32]([OH:35])(=[O:34])=[O:33].[CH2:4]([C:5]1[N:9]([CH2:10][C:11]2[CH:16]=[CH:15][C:14]([C:17]([OH:19])=[O:18])=[CH:13][CH:12]=2)[C:8](/[CH:20]=[C:21](\[CH2:22][C:23]2[S:27][CH:26]=[CH:25][CH:24]=2)/[C:28]([OH:30])=[O:29])=[CH:7][N:6]=1)[CH2:3][CH2:2][CH3:1]. (4) Given the reactants [CH3:1][O:2][C:3]1[N:8]=[C:7]([NH:9][C:10]2[S:11][C:12]3[CH2:18][CH:17]([NH:19][C:20](=[O:26])[O:21][C:22]([CH3:25])([CH3:24])[CH3:23])[CH2:16][CH2:15][C:13]=3[N:14]=2)[C:6]([N+:27]([O-])=O)=[CH:5][CH:4]=1.C([O-])=O.[NH4+], predict the reaction product. The product is: [NH2:27][C:6]1[C:7]([NH:9][C:10]2[S:11][C:12]3[CH2:18][CH:17]([NH:19][C:20](=[O:26])[O:21][C:22]([CH3:24])([CH3:23])[CH3:25])[CH2:16][CH2:15][C:13]=3[N:14]=2)=[N:8][C:3]([O:2][CH3:1])=[CH:4][CH:5]=1. (5) The product is: [F:8][C:9]([F:16])([F:15])[C:10]([NH:1][CH2:2][CH2:3][NH:4][CH2:5][CH2:6][OH:7])=[O:11]. Given the reactants [NH2:1][CH2:2][CH2:3][NH:4][CH2:5][CH2:6][OH:7].[F:8][C:9]([F:16])([F:15])[C:10](OCC)=[O:11], predict the reaction product. (6) Given the reactants [Br:1][C:2]1[C:7]([F:8])=[CH:6][N:5]=[C:4]([OH:9])[CH:3]=1.[CH2:10](I)[CH3:11], predict the reaction product. The product is: [Br:1][C:2]1[C:7]([F:8])=[CH:6][N:5]=[C:4]([O:9][CH2:10][CH3:11])[CH:3]=1. (7) Given the reactants [Br:1][C:2]1[CH:3]=[C:4]2[C:9](=[CH:10][CH:11]=1)[O:8][CH:7]([C:12]1[CH:17]=[CH:16][CH:15]=[CH:14][C:13]=1[CH3:18])[CH2:6][C:5]2=[O:19].O1CCCC1.B.Cl, predict the reaction product. The product is: [Br:1][C:2]1[CH:3]=[C:4]2[C:9](=[CH:10][CH:11]=1)[O:8][CH:7]([C:12]1[CH:17]=[CH:16][CH:15]=[CH:14][C:13]=1[CH3:18])[CH2:6][CH:5]2[OH:19].